From a dataset of Catalyst prediction with 721,799 reactions and 888 catalyst types from USPTO. Predict which catalyst facilitates the given reaction. (1) Reactant: [F:1][C:2]1[CH:21]=[CH:20][CH:19]=[CH:18][C:3]=1[CH2:4][N:5]1[C:9]2=[N:10][CH:11]=[CH:12][CH:13]=[C:8]2[C:7]([C:14](=[NH:17])[NH:15][NH2:16])=[N:6]1.[NH2:22][C:23](=S)[C:24](OCC)=[O:25].C(N(CC)CC)C. Product: [NH2:22][C:23]1[N:16]=[N:15][C:14]([C:7]2[C:8]3[C:9](=[N:10][CH:11]=[CH:12][CH:13]=3)[N:5]([CH2:4][C:3]3[CH:18]=[CH:19][CH:20]=[CH:21][C:2]=3[F:1])[N:6]=2)=[N:17][C:24]=1[OH:25]. The catalyst class is: 5. (2) Reactant: Cl[C:2]1[C:7]([C:8]([F:11])([F:10])[F:9])=[CH:6][N:5]=[C:4]([NH:12][C:13]2[CH:18]=[CH:17][C:16]([P:19]([CH3:22])([CH3:21])=[O:20])=[CH:15][CH:14]=2)[N:3]=1.C(N(CC)CC)C.[C:30]1([N:36]2[CH2:41][CH2:40][NH:39][CH2:38][CH2:37]2)[CH:35]=[CH:34][CH:33]=[CH:32][CH:31]=1. Product: [CH3:21][P:19]([C:16]1[CH:17]=[CH:18][C:13]([NH:12][C:4]2[N:3]=[C:2]([N:39]3[CH2:40][CH2:41][N:36]([C:30]4[CH:35]=[CH:34][CH:33]=[CH:32][CH:31]=4)[CH2:37][CH2:38]3)[C:7]([C:8]([F:11])([F:10])[F:9])=[CH:6][N:5]=2)=[CH:14][CH:15]=1)([CH3:22])=[O:20]. The catalyst class is: 8. (3) Reactant: Cl.[NH2:2][CH2:3][CH2:4][SH:5].N.[CH2:7](Br)[C:8]1[CH:13]=[CH:12][CH:11]=[CH:10][CH:9]=1. Product: [CH2:7]([S:5][CH2:4][CH2:3][NH2:2])[C:8]1[CH:13]=[CH:12][CH:11]=[CH:10][CH:9]=1. The catalyst class is: 5. (4) Reactant: Br[C:2]1[CH:7]=[C:6]([C:8]([NH:10][N:11]([C:22]([CH3:25])([CH3:24])[CH3:23])[C:12](=[O:21])[C:13]2[CH:18]=[C:17]([CH3:19])[CH:16]=[C:15]([CH3:20])[CH:14]=2)=[O:9])[CH:5]=[CH:4][C:3]=1[NH:26][C:27](=[O:29])[CH3:28].CC1(C)C(C)(C)O[B:33](B2OC(C)(C)C(C)(C)O2)[O:32]1.CC([O-])=O.[K+]. Product: [C:22]([N:11]([C:12](=[O:21])[C:13]1[CH:18]=[C:17]([CH3:19])[CH:16]=[C:15]([CH3:20])[CH:14]=1)[NH:10][C:8]([C:6]1[CH:5]=[CH:4][C:3]2[N:26]=[C:27]([CH3:28])[O:29][B:33]([OH:32])[C:2]=2[CH:7]=1)=[O:9])([CH3:25])([CH3:24])[CH3:23]. The catalyst class is: 184. (5) Reactant: [Br:1][C:2]1[CH:3]=[CH:4][C:5]([N:10]=[C:11]2[CH2:15][CH2:14][CH2:13][N:12]2[CH2:16][C:17]2[CH:22]=[CH:21][C:20]([F:23])=[CH:19][CH:18]=2)=[C:6]([CH:9]=1)[C:7]#[N:8].C([N-]C(C)C)(C)C.[Li+]. Product: [Br:1][C:2]1[CH:9]=[C:6]2[C:5](=[CH:4][CH:3]=1)[N:10]=[C:11]1[N:12]([CH2:16][C:17]3[CH:18]=[CH:19][C:20]([F:23])=[CH:21][CH:22]=3)[CH2:13][CH2:14][C:15]1=[C:7]2[NH2:8]. The catalyst class is: 7. (6) Reactant: [Cl:1][C:2]1[CH:3]=[C:4]([C:8](=[N:12][NH:13][C:14](=[O:21])[C:15]2[CH:20]=[CH:19][CH:18]=[CH:17][CH:16]=2)[CH:9]=[N:10][OH:11])[CH:5]=[CH:6][CH:7]=1.Br[CH2:23][CH3:24].C(=O)([O-])[O-].[K+].[K+].CCOC(C)=O. Product: [CH2:23]([O:11][N:10]=[CH:9][C:8](=[N:12][NH:13][C:14](=[O:21])[C:15]1[CH:16]=[CH:17][CH:18]=[CH:19][CH:20]=1)[C:4]1[CH:5]=[CH:6][CH:7]=[C:2]([Cl:1])[CH:3]=1)[CH3:24]. The catalyst class is: 3. (7) Reactant: [Br:1][C:2]1[C:3]([CH:31]=O)=[C:4]([C:27]([F:30])([F:29])[F:28])[CH:5]=[C:6]2[C:11]=1[NH:10][C:9](=[O:12])[N:8]([CH2:13][C:14]1[CH:19]=[C:18]([Cl:20])[CH:17]=[CH:16][C:15]=1[S:21]([CH2:24][CH3:25])(=[O:23])=[O:22])[C:7]2=[O:26].[C:33]([O:37][C:38](=[O:46])[NH:39][CH2:40][C@@H:41]1[CH2:45][CH2:44][NH:43][CH2:42]1)([CH3:36])([CH3:35])[CH3:34].C(OC(N1CCN(CC2C=C(N)C(C(O)=O)=CC=2C(F)(F)F)CC1)=O)(C)(C)C. Product: [C:33]([O:37][C:38](=[O:46])[NH:39][CH2:40][C@@H:41]1[CH2:45][CH2:44][N:43]([CH2:31][C:3]2[C:2]([Br:1])=[C:11]3[C:6]([C:7](=[O:26])[N:8]([CH2:13][C:14]4[CH:19]=[C:18]([Cl:20])[CH:17]=[CH:16][C:15]=4[S:21]([CH2:24][CH3:25])(=[O:22])=[O:23])[C:9](=[O:12])[NH:10]3)=[CH:5][C:4]=2[C:27]([F:29])([F:30])[F:28])[CH2:42]1)([CH3:36])([CH3:34])[CH3:35]. The catalyst class is: 2.